Dataset: Full USPTO retrosynthesis dataset with 1.9M reactions from patents (1976-2016). Task: Predict the reactants needed to synthesize the given product. (1) Given the product [O:3]=[S:2]1(=[O:4])[C:5]2[CH:10]=[CH:9][CH:8]=[CH:7][C:6]=2[NH:11][C:12]([C:14]2[C:23](=[O:24])[C:22]([CH2:25][CH2:26][CH:27]([CH3:29])[CH3:28])([CH2:30][CH2:31][CH:32]([CH3:33])[CH3:34])[C:21]3[C:16]([C:15]=2[OH:35])=[CH:17][CH:18]=[CH:19][CH:20]=3)=[N:1]1, predict the reactants needed to synthesize it. The reactants are: [NH2:1][S:2]([C:5]1[CH:10]=[CH:9][CH:8]=[CH:7][C:6]=1[NH:11][C:12]([C:14]1[C:23](=[O:24])[C:22]([CH2:30][CH2:31][CH:32]([CH3:34])[CH3:33])([CH2:25][CH2:26][CH:27]([CH3:29])[CH3:28])[C:21]2[C:16](=[CH:17][CH:18]=[CH:19][CH:20]=2)[C:15]=1[OH:35])=O)(=[O:4])=[O:3].NS(C1C=CC=CC=1NC(C1C(=O)C(CCCC)(CCCC)C2C(=CC=CC=2)C=1O)=O)(=O)=O. (2) Given the product [Br:1][C:2]1[CH:3]=[C:4]([N+:12]([O-:14])=[O:13])[C:5]2[N:9]=[C:8]([N:16]([CH3:20])[CH3:17])[N:7]([CH3:10])[C:6]=2[CH:11]=1, predict the reactants needed to synthesize it. The reactants are: [Br:1][C:2]1[CH:3]=[C:4]([N+:12]([O-:14])=[O:13])[C:5]2[N:9]=[CH:8][N:7]([CH3:10])[C:6]=2[CH:11]=1.Br[N:16]1[C:20](=O)CC[C:17]1=O. (3) Given the product [CH3:8][C:19]1[CH2:18][CH:17]2[CH:6]([CH:20]=1)[C:5](=[O:7])[CH2:16]2, predict the reactants needed to synthesize it. The reactants are: C(O[C:5](=[O:7])[CH3:6])(=O)C.[CH2:8](N(CC)CC)C.C[CH2:16][CH2:17][CH2:18][CH2:19][CH3:20].O. (4) Given the product [C:35]([O:37][CH2:42][N:28]1[N:29]=[N:30][C:26]([C:4]2[CH:3]=[C:2]([Br:1])[CH:7]=[CH:6][C:5]=2[NH:8][C:9](=[O:25])[C:10]2[CH:15]=[CH:14][CH:13]=[C:12]([S:16]([N:19]3[CH2:24][CH2:23][O:22][CH2:21][CH2:20]3)(=[O:17])=[O:18])[CH:11]=2)=[N:27]1)(=[O:36])[C:34]([CH3:39])([CH3:38])[CH3:33], predict the reactants needed to synthesize it. The reactants are: [Br:1][C:2]1[CH:7]=[CH:6][C:5]([NH:8][C:9](=[O:25])[C:10]2[CH:15]=[CH:14][CH:13]=[C:12]([S:16]([N:19]3[CH2:24][CH2:23][O:22][CH2:21][CH2:20]3)(=[O:18])=[O:17])[CH:11]=2)=[C:4]([C:26]2[NH:30][N:29]=[N:28][N:27]=2)[CH:3]=1.ClC[CH2:33][C:34]([CH3:39])([CH3:38])[C:35]([O-:37])=[O:36].[I-].[Na+].[C:42]([O-])(=O)C.[K+]. (5) The reactants are: FC(F)(F)C(O)=O.O.[CH:9]1([NH:18][C:19]2[N:27]=[CH:26][N:25]=[C:24]3[C:20]=2[N:21]=[CH:22][N:23]3[C@H:28]2[C@@H:32]3[O:33]C(C)(C)[O:35][C@@H:31]3[C@@H:30]([CH2:38][CH2:39][S:40]([NH2:43])(=[O:42])=[O:41])[O:29]2)[C:17]2[C:12](=[CH:13][CH:14]=[CH:15][CH:16]=2)[CH2:11][CH2:10]1. Given the product [C@@H:9]1([NH:18][C:19]2[N:27]=[CH:26][N:25]=[C:24]3[C:20]=2[N:21]=[CH:22][N:23]3[C@@H:28]2[O:29][C@H:30]([CH2:38][CH2:39][S:40]([NH2:43])(=[O:42])=[O:41])[C@@H:31]([OH:35])[C@H:32]2[OH:33])[C:17]2[C:12](=[CH:13][CH:14]=[CH:15][CH:16]=2)[CH2:11][CH2:10]1, predict the reactants needed to synthesize it. (6) Given the product [ClH:1].[CH2:3]([O:5][C:6]1[C:15]([I:35])=[C:14]2[C:9]([C:10]([CH2:17][C:18]3[CH:23]=[C:22]([O:24][CH3:25])[C:21]([O:26][CH3:27])=[C:20]([O:28][CH3:29])[CH:19]=3)=[CH:11][N:12]=[CH:13]2)=[CH:8][CH:7]=1)[CH3:4], predict the reactants needed to synthesize it. The reactants are: [ClH:1].Cl.[CH2:3]([O:5][C:6]1[C:15](N)=[C:14]2[C:9]([C:10]([CH2:17][C:18]3[CH:23]=[C:22]([O:24][CH3:25])[C:21]([O:26][CH3:27])=[C:20]([O:28][CH3:29])[CH:19]=3)=[CH:11][N:12]=[CH:13]2)=[CH:8][CH:7]=1)[CH3:4].Cl.N([O-])=O.[Na+].[I:35]I.C([O-])(O)=O.[Na+]. (7) Given the product [Cl:19][C:20]1[CH:25]=[CH:24][C:23]([C@H:26]2[C@H:27]([C:29]3[CH:30]=[CH:31][C:32]([Cl:35])=[CH:33][CH:34]=3)[NH:18][C:5]([C:6]3[CH:11]=[CH:10][C:9]([O:12][CH3:13])=[CH:8][C:7]=3[O:14][CH:15]([CH3:16])[CH3:17])=[N:36]2)=[CH:22][CH:21]=1, predict the reactants needed to synthesize it. The reactants are: Cl.C(O[C:5](=[NH:18])[C:6]1[CH:11]=[CH:10][C:9]([O:12][CH3:13])=[CH:8][C:7]=1[O:14][CH:15]([CH3:17])[CH3:16])C.[Cl:19][C:20]1[CH:25]=[CH:24][C:23]([C@H:26]([NH2:36])[C@@H:27]([C:29]2[CH:34]=[CH:33][C:32]([Cl:35])=[CH:31][CH:30]=2)N)=[CH:22][CH:21]=1. (8) Given the product [CH3:37][O:38][C:13]1[C:12]([C:17]2[CH:18]=[N:19][C:20]([O:23][CH2:24][C:25]([F:26])([F:27])[F:28])=[CH:21][CH:22]=2)=[CH:11][C:10]([CH:9]=[O:8])=[CH:15][N:14]=1, predict the reactants needed to synthesize it. The reactants are: [Si]([O:8][CH2:9][C:10]1[CH:11]=[C:12]([C:17]2[CH:18]=[N:19][C:20]([O:23][CH2:24][C:25]([F:28])([F:27])[F:26])=[CH:21][CH:22]=2)[C:13](F)=[N:14][CH:15]=1)(C(C)(C)C)(C)C.CO.C[O-].[Na+].C[N+]1([O-])CC[O:38][CH2:37]C1. (9) Given the product [CH3:1][O:2][C:3]1[CH:4]=[C:5]2[C:10](=[CH:11][C:12]=1[O:13][CH3:14])[N:9]=[CH:8][CH:7]=[C:6]2[O:15][C:16]1[C:17]([C:23]([C:25]2[CH:30]=[CH:29][CH:28]=[C:27]([CH3:31])[N:26]=2)=[O:24])=[N:18][C:19]([CH3:22])=[CH:20][CH:21]=1, predict the reactants needed to synthesize it. The reactants are: [CH3:1][O:2][C:3]1[CH:4]=[C:5]2[C:10](=[CH:11][C:12]=1[O:13][CH3:14])[N:9]=[CH:8][CH:7]=[C:6]2[O:15][C:16]1[C:17]([CH:23]([C:25]2[CH:30]=[CH:29][CH:28]=[C:27]([CH3:31])[N:26]=2)[OH:24])=[N:18][C:19]([CH3:22])=[CH:20][CH:21]=1.ClCCl. (10) Given the product [CH:1]([N:14]1[CH2:19][CH2:18][N:17]([C:21]2[CH:22]=[CH:23][C:24]3[N:25]([C:27]([C:30]([F:31])([F:33])[F:32])=[N:28][N:29]=3)[N:26]=2)[CH2:16][CH2:15]1)([C:8]1[CH:13]=[CH:12][CH:11]=[CH:10][CH:9]=1)[C:2]1[CH:7]=[CH:6][CH:5]=[CH:4][CH:3]=1, predict the reactants needed to synthesize it. The reactants are: [CH:1]([N:14]1[CH2:19][CH2:18][NH:17][CH2:16][CH2:15]1)([C:8]1[CH:13]=[CH:12][CH:11]=[CH:10][CH:9]=1)[C:2]1[CH:7]=[CH:6][CH:5]=[CH:4][CH:3]=1.Cl[C:21]1[CH:22]=[CH:23][C:24]2[N:25]([C:27]([C:30]([F:33])([F:32])[F:31])=[N:28][N:29]=2)[N:26]=1.